This data is from Reaction yield outcomes from USPTO patents with 853,638 reactions. The task is: Predict the reaction yield, written as a fraction of the theoretical maximum amount of product (1.0 means a 100% yield; for example, 0.34 means a 34% yield). (1) The reactants are [C:1]([C:4]1[C:9](=[O:10])[C:8]([CH3:11])=[CH:7][N:6]([C:12]2[CH:17]=[CH:16][CH:15]=[C:14]([C:18]([F:21])([F:20])[F:19])[CH:13]=2)[N:5]=1)(=[O:3])[CH3:2].CO[CH:24](OC)[N:25]([CH3:27])[CH3:26]. No catalyst specified. The product is [CH3:24][N:25]([CH3:27])[CH:26]=[CH:2][C:1]([C:4]1[C:9](=[O:10])[C:8]([CH3:11])=[CH:7][N:6]([C:12]2[CH:17]=[CH:16][CH:15]=[C:14]([C:18]([F:20])([F:21])[F:19])[CH:13]=2)[N:5]=1)=[O:3]. The yield is 0.870. (2) The reactants are [NH2:1][C:2]1[C:10]([N+:11]([O-])=O)=[CH:9][C:5]([C:6]([NH2:8])=[O:7])=[CH:4][N:3]=1. The catalyst is CO.O. The product is [NH2:11][C:10]1[C:2]([NH2:1])=[N:3][CH:4]=[C:5]([CH:9]=1)[C:6]([NH2:8])=[O:7]. The yield is 0.780. (3) The reactants are [CH3:1][C:2]1[C:3]([C:16]2[CH:21]=[CH:20][CH:19]=[CH:18][CH:17]=2)=[N:4][C:5]2[C:10]([N:11]=1)=[CH:9][C:8]([C:12]([O:14]C)=[O:13])=[CH:7][CH:6]=2.[Li+].[OH-]. The catalyst is O1CCOCC1.O. The product is [CH3:1][C:2]1[C:3]([C:16]2[CH:21]=[CH:20][CH:19]=[CH:18][CH:17]=2)=[N:4][C:5]2[C:10]([N:11]=1)=[CH:9][C:8]([C:12]([OH:14])=[O:13])=[CH:7][CH:6]=2. The yield is 0.330. (4) The reactants are I[C:2]1[CH:3]=[C:4]([N:8]2[C:16]3[C:11](=[CH:12][C:13]([O:17][CH2:18][CH2:19][N:20]4[CH2:25][CH2:24][O:23][CH2:22][CH2:21]4)=[CH:14][CH:15]=3)[C:10]([C:26]([NH2:28])=[O:27])=[N:9]2)[CH:5]=[CH:6][CH:7]=1.[C:29]([C@:31]1([OH:38])[CH2:35][CH2:34][N:33]([CH3:36])[C:32]1=[O:37])#[CH:30]. No catalyst specified. The product is [OH:38][C@@:31]1([C:29]#[C:30][C:2]2[CH:3]=[C:4]([N:8]3[C:16]4[C:11](=[CH:12][C:13]([O:17][CH2:18][CH2:19][N:20]5[CH2:21][CH2:22][O:23][CH2:24][CH2:25]5)=[CH:14][CH:15]=4)[C:10]([C:26]([NH2:28])=[O:27])=[N:9]3)[CH:5]=[CH:6][CH:7]=2)[CH2:35][CH2:34][N:33]([CH3:36])[C:32]1=[O:37]. The yield is 0.350. (5) The reactants are [Br:1][C:2]1[CH:6]=[N:5][N:4]([CH3:7])[C:3]=1[C:8]1[CH:9]=[C:10]([NH2:23])[CH:11]=[CH:12][C:13]=1[O:14][CH2:15][CH2:16][C:17]1[CH:22]=[CH:21][CH:20]=[CH:19][CH:18]=1.[F:24][C:25]1[CH:30]=[CH:29][C:28]([N:31]=[C:32]=[O:33])=[CH:27][CH:26]=1. The catalyst is C(Cl)Cl. The product is [Br:1][C:2]1[CH:6]=[N:5][N:4]([CH3:7])[C:3]=1[C:8]1[CH:9]=[C:10]([NH:23][C:32]([NH:31][C:28]2[CH:29]=[CH:30][C:25]([F:24])=[CH:26][CH:27]=2)=[O:33])[CH:11]=[CH:12][C:13]=1[O:14][CH2:15][CH2:16][C:17]1[CH:18]=[CH:19][CH:20]=[CH:21][CH:22]=1. The yield is 0.740. (6) The reactants are C([O:3][C:4](=[O:27])[C:5]([CH3:26])([CH3:25])[CH2:6][CH2:7][CH:8]([C:18]1[CH:23]=[CH:22][CH:21]=[CH:20][C:19]=1[Cl:24])[N:9]1[CH2:14][CH2:13][C:12]2[S:15][CH:16]=[CH:17][C:11]=2[CH2:10]1)C.C(O)C.[OH-].[K+]. The catalyst is O. The product is [ClH:24].[Cl:24][C:19]1[CH:20]=[CH:21][CH:22]=[CH:23][C:18]=1[CH:8]([N:9]1[CH2:14][CH2:13][C:12]2[S:15][CH:16]=[CH:17][C:11]=2[CH2:10]1)[CH2:7][CH2:6][C:5]([CH3:25])([CH3:26])[C:4]([OH:27])=[O:3]. The yield is 0.696. (7) The reactants are [H-].[Na+].[Cl:3][C:4]1[C:5]([CH3:10])=[N:6][O:7][C:8]=1[NH2:9].[CH2:11]([C:13]1[S:21][C:16]2=[N:17][CH:18]=[CH:19][CH:20]=[C:15]2[C:14]=1[S:22](Cl)(=[O:24])=[O:23])[CH3:12]. The catalyst is C1COCC1. The product is [Cl:3][C:4]1[C:5]([CH3:10])=[N:6][O:7][C:8]=1[NH:9][S:22]([C:14]1[C:15]2[C:16](=[N:17][CH:18]=[CH:19][CH:20]=2)[S:21][C:13]=1[CH2:11][CH3:12])(=[O:24])=[O:23]. The yield is 0.790. (8) The reactants are [Cl:1][C:2]1[CH:9]=[CH:8][C:5]([CH2:6]N)=[CH:4][CH:3]=1.[NH2:10][C@H:11]([C:25]1[CH:30]=[CH:29][CH:28]=[CH:27][CH:26]=1)[CH2:12][N:13]([CH3:24])[C:14]([C@@H:16]([CH2:21][CH:22]=[CH2:23])[CH2:17][C:18]([OH:20])=O)=[O:15]. The catalyst is CN(C=O)C. The product is [NH2:10][C@H:11]([C:25]1[CH:30]=[CH:29][CH:28]=[CH:27][CH:26]=1)[CH2:12][N:13]([CH3:24])[C:14](=[O:15])[C@H:16]([CH2:17][C:18](=[O:20])[CH2:6][C:5]1[CH:8]=[CH:9][C:2]([Cl:1])=[CH:3][CH:4]=1)[CH2:21][CH:22]=[CH2:23]. The yield is 0.870. (9) The reactants are [Cl:1][C:2]1[CH:7]=[CH:6][C:5]([C:8](=[CH2:13])[C:9]([O:11][CH3:12])=[O:10])=[CH:4][CH:3]=1.[CH:14]([NH2:17])([CH3:16])[CH3:15].[CH3:18][C:19]([O:22][C:23](O[C:23]([O:22][C:19]([CH3:21])([CH3:20])[CH3:18])=[O:24])=[O:24])([CH3:21])[CH3:20]. The catalyst is C1COCC1. The product is [C:19]([O:22][C:23]([N:17]([CH:14]([CH3:16])[CH3:15])[CH2:13][CH:8]([C:5]1[CH:4]=[CH:3][C:2]([Cl:1])=[CH:7][CH:6]=1)[C:9]([O:11][CH3:12])=[O:10])=[O:24])([CH3:21])([CH3:20])[CH3:18]. The yield is 0.940.